This data is from NCI-60 drug combinations with 297,098 pairs across 59 cell lines. The task is: Regression. Given two drug SMILES strings and cell line genomic features, predict the synergy score measuring deviation from expected non-interaction effect. (1) Drug 1: CCC(=C(C1=CC=CC=C1)C2=CC=C(C=C2)OCCN(C)C)C3=CC=CC=C3.C(C(=O)O)C(CC(=O)O)(C(=O)O)O. Drug 2: CC1=C2C(C(=O)C3(C(CC4C(C3C(C(C2(C)C)(CC1OC(=O)C(C(C5=CC=CC=C5)NC(=O)C6=CC=CC=C6)O)O)OC(=O)C7=CC=CC=C7)(CO4)OC(=O)C)O)C)OC(=O)C. Cell line: PC-3. Synergy scores: CSS=20.4, Synergy_ZIP=4.42, Synergy_Bliss=10.3, Synergy_Loewe=5.54, Synergy_HSA=7.88. (2) Drug 1: CNC(=O)C1=CC=CC=C1SC2=CC3=C(C=C2)C(=NN3)C=CC4=CC=CC=N4. Drug 2: CCC1(C2=C(COC1=O)C(=O)N3CC4=CC5=C(C=CC(=C5CN(C)C)O)N=C4C3=C2)O.Cl. Cell line: OVCAR-8. Synergy scores: CSS=18.7, Synergy_ZIP=-5.71, Synergy_Bliss=1.46, Synergy_Loewe=-29.5, Synergy_HSA=0.414. (3) Drug 1: CC1=C(C=C(C=C1)NC2=NC=CC(=N2)N(C)C3=CC4=NN(C(=C4C=C3)C)C)S(=O)(=O)N.Cl. Drug 2: CC(C)(C#N)C1=CC(=CC(=C1)CN2C=NC=N2)C(C)(C)C#N. Cell line: SK-MEL-5. Synergy scores: CSS=-4.81, Synergy_ZIP=0.244, Synergy_Bliss=-3.20, Synergy_Loewe=-4.58, Synergy_HSA=-5.45. (4) Drug 1: CC12CCC3C(C1CCC2=O)CC(=C)C4=CC(=O)C=CC34C. Drug 2: CC(C)NC(=O)C1=CC=C(C=C1)CNNC.Cl. Cell line: SK-MEL-28. Synergy scores: CSS=32.6, Synergy_ZIP=4.83, Synergy_Bliss=7.34, Synergy_Loewe=-3.29, Synergy_HSA=2.39. (5) Drug 1: C1C(C(OC1N2C=C(C(=O)NC2=O)F)CO)O. Drug 2: CCCCCOC(=O)NC1=NC(=O)N(C=C1F)C2C(C(C(O2)C)O)O. Cell line: SF-268. Synergy scores: CSS=28.7, Synergy_ZIP=-2.04, Synergy_Bliss=0.960, Synergy_Loewe=-27.7, Synergy_HSA=1.15. (6) Drug 1: C1CCC(C1)C(CC#N)N2C=C(C=N2)C3=C4C=CNC4=NC=N3. Drug 2: CN1C(=O)N2C=NC(=C2N=N1)C(=O)N. Cell line: NCIH23. Synergy scores: CSS=-0.306, Synergy_ZIP=-1.75, Synergy_Bliss=-5.22, Synergy_Loewe=-10.7, Synergy_HSA=-7.06. (7) Drug 1: COC1=C(C=C2C(=C1)N=CN=C2NC3=CC(=C(C=C3)F)Cl)OCCCN4CCOCC4. Drug 2: C1=CC(=CC=C1CCCC(=O)O)N(CCCl)CCCl. Cell line: MALME-3M. Synergy scores: CSS=22.7, Synergy_ZIP=-6.85, Synergy_Bliss=-5.55, Synergy_Loewe=-10.5, Synergy_HSA=-3.87. (8) Drug 1: C1=C(C(=O)NC(=O)N1)F. Drug 2: C1=CN(C=N1)CC(O)(P(=O)(O)O)P(=O)(O)O. Cell line: SK-OV-3. Synergy scores: CSS=26.1, Synergy_ZIP=2.42, Synergy_Bliss=4.06, Synergy_Loewe=2.86, Synergy_HSA=4.88.